Dataset: Reaction yield outcomes from USPTO patents with 853,638 reactions. Task: Predict the reaction yield, written as a fraction of the theoretical maximum amount of product (1.0 means a 100% yield; for example, 0.34 means a 34% yield). (1) The reactants are [C:1]([O:5][C:6](=[O:19])[NH:7][N:8]1[C:16]2[C:11](=[CH:12][C:13]([CH2:17]O)=[CH:14][CH:15]=2)[CH:10]=[CH:9]1)([CH3:4])([CH3:3])[CH3:2].CCOCC.C(Cl)Cl.P(Br)(Br)[Br:29]. The catalyst is C(Cl)Cl. The product is [C:1]([O:5][C:6](=[O:19])[NH:7][N:8]1[C:16]2[C:11](=[CH:12][C:13]([CH2:17][Br:29])=[CH:14][CH:15]=2)[CH:10]=[CH:9]1)([CH3:4])([CH3:3])[CH3:2]. The yield is 0.930. (2) The product is [F:1][C:2]1[C:3]([O:17][CH3:18])=[C:4]([NH:10][C:11](=[O:16])[C:12]([CH3:15])([CH3:14])[CH3:13])[CH:5]=[C:6]([F:9])[C:7]=1[C:19]1[CH:24]=[CH:23][CH:22]=[CH:21][CH:20]=1. The yield is 0.650. The reactants are [F:1][C:2]1[C:3]([O:17][CH3:18])=[C:4]([NH:10][C:11](=[O:16])[C:12]([CH3:15])([CH3:14])[CH3:13])[CH:5]=[C:6]([F:9])[C:7]=1I.[C:19]1(B(O)O)[CH:24]=[CH:23][CH:22]=[CH:21][CH:20]=1.C(=O)([O-])[O-].[K+].[K+]. The catalyst is O1CCOCC1.C1(P([C-]2C=CC=C2)C2C=CC=CC=2)C=CC=CC=1.[C-]1(P(C2C=CC=CC=2)C2C=CC=CC=2)C=CC=C1.[Fe+2].[Pd](Cl)Cl. (3) The reactants are [F:1][C:2]1[CH:8]=[CH:7][CH:6]=[CH:5][C:3]=1[NH2:4].C(=O)([O-])[O-].[K+].[K+].[C:15](Cl)(=[O:24])[CH:16]=[CH:17][C:18]1[CH:23]=[CH:22][CH:21]=[CH:20][CH:19]=1. The catalyst is O.CC(C)=O. The product is [F:1][C:2]1[CH:8]=[CH:7][CH:6]=[CH:5][C:3]=1[NH:4][C:15](=[O:24])[CH:16]=[CH:17][C:18]1[CH:23]=[CH:22][CH:21]=[CH:20][CH:19]=1. The yield is 1.03. (4) The reactants are [CH2:1]([CH:4]1[NH:8][C:7](=[O:9])[N:6]([C:10]2[CH:15]=[C:14]([C:16]([F:19])([F:18])[F:17])[CH:13]=[CH:12][N:11]=2)[C:5]1=[O:20])[CH:2]=[CH2:3].[Li+].[CH3:22][Si]([N-][Si](C)(C)C)(C)C.IC. The catalyst is CN(C=O)C. The product is [CH2:1]([CH:4]1[N:8]([CH3:22])[C:7](=[O:9])[N:6]([C:10]2[CH:15]=[C:14]([C:16]([F:17])([F:19])[F:18])[CH:13]=[CH:12][N:11]=2)[C:5]1=[O:20])[CH:2]=[CH2:3]. The yield is 0.480. (5) The reactants are [Cl:1][C:2]1[CH:6]=[N:5][N:4]([CH:7]([CH3:9])[CH3:8])[C:3]=1[C:10]1[CH:11]=[C:12]([NH2:18])[CH:13]=[CH:14][C:15]=1[O:16][CH3:17].[F:19][C:20]1[CH:21]=[C:22]([N:27]=[C:28]=[O:29])[CH:23]=[CH:24][C:25]=1[F:26]. The catalyst is C(Cl)Cl. The product is [Cl:1][C:2]1[CH:6]=[N:5][N:4]([CH:7]([CH3:9])[CH3:8])[C:3]=1[C:10]1[CH:11]=[C:12]([NH:18][C:28]([NH:27][C:22]2[CH:23]=[CH:24][C:25]([F:26])=[C:20]([F:19])[CH:21]=2)=[O:29])[CH:13]=[CH:14][C:15]=1[O:16][CH3:17]. The yield is 0.350. (6) The reactants are [Br:1][C:2]1[CH:3]=[C:4]([C:8]2([C:16]3[CH:21]=[CH:20][CH:19]=[C:18]([OH:22])[CH:17]=3)[NH:12][C:11](=[S:13])[N:10]([CH3:14])[C:9]2=[O:15])[CH:5]=[CH:6][CH:7]=1.[CH3:23][O:24][CH2:25][CH2:26][S:27](Cl)(=[O:29])=[O:28]. No catalyst specified. The product is [CH3:23][O:24][CH2:25][CH2:26][S:27]([O:22][C:18]1[CH:19]=[CH:20][CH:21]=[C:16]([C:8]2([C:4]3[CH:5]=[CH:6][CH:7]=[C:2]([Br:1])[CH:3]=3)[C:9](=[O:15])[N:10]([CH3:14])[C:11](=[S:13])[NH:12]2)[CH:17]=1)(=[O:29])=[O:28]. The yield is 0.710. (7) The reactants are Br[CH2:2][C:3]([C:5]1[CH:6]=[CH:7][C:8]([NH:11]S(C2C=CC3OCCOC=3C=2)(=O)=O)=[N:9][CH:10]=1)=[O:4].C([O-])(=S)C.[K+].CS(C)=O. The catalyst is CO. The product is [NH2:11][C:8]1[N:9]=[CH:10][C:5]([C:3](=[O:4])[CH3:2])=[CH:6][CH:7]=1. The yield is 0.470.